This data is from Forward reaction prediction with 1.9M reactions from USPTO patents (1976-2016). The task is: Predict the product of the given reaction. (1) Given the reactants [CH3:1][N:2]([CH2:10][CH2:11][N:12]([CH3:34])[CH2:13][C:14]1[C:15]([C:25]2[CH:30]=[CH:29][C:28]([N+:31]([O-])=O)=[CH:27][CH:26]=2)=[N:16][N:17]([CH:19]2[CH2:24][CH2:23][CH2:22][CH2:21][O:20]2)[CH:18]=1)[C:3](=[O:9])[O:4][C:5]([CH3:8])([CH3:7])[CH3:6], predict the reaction product. The product is: [NH2:31][C:28]1[CH:29]=[CH:30][C:25]([C:15]2[C:14]([CH2:13][N:12]([CH3:34])[CH2:11][CH2:10][N:2]([CH3:1])[C:3](=[O:9])[O:4][C:5]([CH3:8])([CH3:7])[CH3:6])=[CH:18][N:17]([CH:19]3[CH2:24][CH2:23][CH2:22][CH2:21][O:20]3)[N:16]=2)=[CH:26][CH:27]=1. (2) Given the reactants S([O-])([O-])(=O)=O.[Mg+2].[Br:7][C:8]1[CH:9]=[C:10]([NH2:15])[CH:11]=[N:12][C:13]=1[Cl:14].[N:16]12[CH2:25][CH:20]3[CH2:21][CH:22]([CH2:24][CH:18]([C:19]3=O)[CH2:17]1)[CH2:23]2.C(O[BH-](OC(=O)C)OC(=O)C)(=O)C.[Na+].O.[CH3:42][C:43]1[CH:48]=[CH:47][C:46]([S:49]([OH:52])(=[O:51])=[O:50])=[CH:45][CH:44]=1, predict the reaction product. The product is: [CH3:42][C:43]1[CH:44]=[CH:45][C:46]([S:49]([OH:52])(=[O:51])=[O:50])=[CH:47][CH:48]=1.[Br:7][C:8]1[CH:9]=[C:10]([NH:15][C@@H:19]2[CH:20]3[CH2:25][N:16]4[CH2:23][CH:22]([CH2:24][CH:18]2[CH2:17]4)[CH2:21]3)[CH:11]=[N:12][C:13]=1[Cl:14]. (3) Given the reactants Br[C:2]1[CH:9]=[CH:8][C:5]([NH:6][CH3:7])=[CH:4][CH:3]=1.[Cl:10][C:11]1[CH:16]=[CH:15][C:14](B(O)O)=[CH:13][CH:12]=1.C([O-])([O-])=O.[K+].[K+].O, predict the reaction product. The product is: [Cl:10][C:11]1[CH:16]=[CH:15][C:14]([C:2]2[CH:9]=[CH:8][C:5]([NH:6][CH3:7])=[CH:4][CH:3]=2)=[CH:13][CH:12]=1. (4) The product is: [C:25]([O:29][C:30](=[O:31])[NH:32][C@@H:33]([C@H:45]([CH3:53])[CH2:46][CH:47]([CH3:52])[CH2:48][CH2:49][CH:50]=[CH2:51])[C:34]([N:36]1[CH2:40][C@H:39]([OH:41])[CH2:38][C@H:37]1[C:42](=[O:43])[NH:55][C@:56]1([C:61](=[O:62])[NH:63][S:64]([C:67]2([CH2:70][F:71])[CH2:69][CH2:68]2)(=[O:66])=[O:65])[CH2:58][C@H:57]1[CH:59]=[CH2:60])=[O:35])([CH3:28])([CH3:27])[CH3:26]. Given the reactants CN(C(ON1N=NC2C=CC=NC1=2)=[N+](C)C)C.F[P-](F)(F)(F)(F)F.[C:25]([O:29][C:30]([NH:32][C@@H:33]([C@H:45]([CH3:53])[CH2:46][CH:47]([CH3:52])[CH2:48][CH2:49][CH:50]=[CH2:51])[C:34]([N:36]1[CH2:40][C@H:39]([OH:41])[CH2:38][C@H:37]1[C:42](O)=[O:43])=[O:35])=[O:31])([CH3:28])([CH3:27])[CH3:26].Cl.[NH2:55][C@:56]1([C:61]([NH:63][S:64]([C:67]2([CH2:70][F:71])[CH2:69][CH2:68]2)(=[O:66])=[O:65])=[O:62])[CH2:58][C@H:57]1[CH:59]=[CH2:60].C(N(CC)CC)C, predict the reaction product. (5) Given the reactants [Br:1][C:2]1[CH:9]=[CH:8][C:5]([CH2:6]Br)=[C:4]([C:10]([F:13])([F:12])[F:11])[CH:3]=1.[NH:14]1[C:22]2[C:17](=[CH:18][C:19]([CH:23]=[O:24])=[CH:20][CH:21]=2)[CH:16]=[N:15]1, predict the reaction product. The product is: [Br:1][C:2]1[CH:9]=[CH:8][C:5]([CH2:6][N:14]2[C:22]3[C:17](=[CH:18][C:19]([CH:23]=[O:24])=[CH:20][CH:21]=3)[CH:16]=[N:15]2)=[C:4]([C:10]([F:13])([F:12])[F:11])[CH:3]=1. (6) The product is: [Cl:1][C:2]1[CH:3]=[CH:4][C:5]([O:8][C@H:9]2[CH2:17][N:12]3[CH2:13][CH2:14][N:15]([C:19]4[CH:24]=[CH:23][CH:22]=[C:21]([C:25]([F:28])([F:27])[F:26])[N:20]=4)[CH2:16][C@@H:11]3[CH2:10]2)=[N:6][CH:7]=1. Given the reactants [Cl:1][C:2]1[CH:3]=[CH:4][C:5]([O:8][C@H:9]2[CH2:17][N:12]3[CH2:13][CH2:14][NH:15][CH2:16][C@@H:11]3[CH2:10]2)=[N:6][CH:7]=1.Cl[C:19]1[CH:24]=[CH:23][CH:22]=[C:21]([C:25]([F:28])([F:27])[F:26])[N:20]=1.C(=O)([O-])[O-].[Na+].[Na+], predict the reaction product. (7) The product is: [CH2:17]([O:16][C:14](=[O:15])[CH:13]=[C:3]1[CH2:2][O:1][CH2:4]1)[CH3:18]. Given the reactants [O:1]1[CH2:4][C:3](=O)[CH2:2]1.C1(P(C2C=CC=CC=2)(C2C=CC=CC=2)=[CH:13][C:14]([O:16][CH2:17][CH3:18])=[O:15])C=CC=CC=1, predict the reaction product.